Dataset: Forward reaction prediction with 1.9M reactions from USPTO patents (1976-2016). Task: Predict the product of the given reaction. (1) Given the reactants [Br:1]Br.[CH2:3]1[C:12]2[C:7](=[CH:8][CH:9]=[CH:10][CH:11]=2)[CH2:6][CH2:5][CH2:4]1.II, predict the reaction product. The product is: [Br:1][C:8]1[CH:9]=[CH:10][CH:11]=[C:12]2[C:7]=1[CH2:6][CH2:5][CH2:4][CH2:3]2. (2) The product is: [N+:1]([C:4]1[CH:9]=[CH:8][C:7]([N+:10]([O-:12])=[O:11])=[CH:6][C:5]=1[O:26][C:17]1[CH:18]=[CH:19][C:20]([CH3:23])=[C:21]([CH3:22])[CH:16]=1)([O-:3])=[O:2]. Given the reactants [N+:1]([C:4]1[CH:9]=[CH:8][C:7]([N+:10]([O-:12])=[O:11])=[CH:6][C:5]=1F)([O-:3])=[O:2].CO[C:16]1[C:21]([CH3:22])=[C:20]([CH3:23])[C:19](OC)=[CH:18][C:17]=1[OH:26], predict the reaction product. (3) Given the reactants [CH:1]1[C:10]2[C:5](=[CH:6][CH:7]=[CH:8][C:9]=2[CH2:11][C:12]([O:14]C(C)(C)C)=[O:13])[CH:4]=[CH:3][N:2]=1.C(O)(C(F)(F)F)=O.N, predict the reaction product. The product is: [CH:1]1[C:10]2[C:5](=[CH:6][CH:7]=[CH:8][C:9]=2[CH2:11][C:12]([OH:14])=[O:13])[CH:4]=[CH:3][N:2]=1.